From a dataset of Full USPTO retrosynthesis dataset with 1.9M reactions from patents (1976-2016). Predict the reactants needed to synthesize the given product. (1) Given the product [NH2:34][C:9]1[N:8]=[C:7]([S:11][CH3:12])[N:6]=[C:5]([NH:13][C:14]2[CH:19]=[CH:18][C:17]([CH:20]3[CH2:21][CH2:22][N:23]([C:26]([O:28][C:29]([CH3:32])([CH3:30])[CH3:31])=[O:27])[CH2:24][CH2:25]3)=[CH:16][C:15]=2[Cl:33])[C:4]=1[C:1](=[O:3])[NH2:2], predict the reactants needed to synthesize it. The reactants are: [C:1]([C:4]1[C:5]([NH:13][C:14]2[CH:19]=[CH:18][C:17]([CH:20]3[CH2:25][CH2:24][N:23]([C:26]([O:28][C:29]([CH3:32])([CH3:31])[CH3:30])=[O:27])[CH2:22][CH2:21]3)=[CH:16][C:15]=2[Cl:33])=[N:6][C:7]([S:11][CH3:12])=[N:8][C:9]=1Cl)(=[O:3])[NH2:2].[NH3:34]. (2) Given the product [F:14][C:8]([F:13])([C:9]([F:10])([F:12])[F:11])[C:7]([F:15])([F:16])[C:6]([F:18])([F:17])[C:5]([F:20])([F:19])[C:4]([F:21])([F:22])[C:3]([F:24])([F:23])[C:2]([F:26])([F:25])[C:37]1[CH:38]=[CH:39][C:34]([C:29]2[CH:30]=[CH:31][CH:32]=[CH:33][CH:28]=2)=[CH:35][CH:36]=1, predict the reactants needed to synthesize it. The reactants are: I[C:2]([F:26])([F:25])[C:3]([F:24])([F:23])[C:4]([F:22])([F:21])[C:5]([F:20])([F:19])[C:6]([F:18])([F:17])[C:7]([F:16])([F:15])[C:8]([F:14])([F:13])[C:9]([F:12])([F:11])[F:10].I[C:28]1[CH:33]=[CH:32][CH:31]=[CH:30][C:29]=1[C:34]1[CH:39]=[CH:38][CH:37]=[CH:36][CH:35]=1. (3) Given the product [CH2:3]([O:10][CH2:11][CH2:12][S:13]([NH2:2])(=[O:15])=[O:14])[C:4]1[CH:9]=[CH:8][CH:7]=[CH:6][CH:5]=1, predict the reactants needed to synthesize it. The reactants are: [OH-].[NH4+:2].[CH2:3]([O:10][CH2:11][CH2:12][S:13](Cl)(=[O:15])=[O:14])[C:4]1[CH:9]=[CH:8][CH:7]=[CH:6][CH:5]=1. (4) Given the product [Si:1]([O:8][C@@H:9]1[CH2:10][C@H:11]([CH2:38][OH:39])[C@:12]([C@H:16]2[CH2:33][CH2:32][C@@:31]3([CH3:34])[C@@H:18]([CH2:19][C@H:20]4[C@@H:30]3[C@H:29]([CH3:35])[C@@:22]3([CH2:27][CH2:26][C@@H:25]([CH3:28])[CH2:24][O:23]3)[O:21]4)[C@@H:17]2[CH2:36][OH:37])([CH3:15])[CH2:13][CH2:14]1)([C:4]([CH3:5])([CH3:6])[CH3:7])([CH3:2])[CH3:3], predict the reactants needed to synthesize it. The reactants are: [Si:1]([O:8][C@H:9]1[CH2:14][CH2:13][C@@:12]([C@H:16]2[CH2:33][CH2:32][C@@:31]3([CH3:34])[C@@H:18]([CH2:19][C@H:20]4[C@@H:30]3[C@H:29]([CH3:35])[C@@:22]3([CH2:27][CH2:26][C@@H:25]([CH3:28])[CH2:24][O:23]3)[O:21]4)[C@@H:17]2[CH:36]=[O:37])([CH3:15])[C@@H:11]([CH:38]=[O:39])[CH2:10]1)([C:4]([CH3:7])([CH3:6])[CH3:5])([CH3:3])[CH3:2].[BH4-].[Na+].